From a dataset of Forward reaction prediction with 1.9M reactions from USPTO patents (1976-2016). Predict the product of the given reaction. Given the reactants Cl.[NH2:2][C:3]1[S:4][C:5]([Cl:8])=[CH:6][N:7]=1.CCN=C=NCCCN(C)C.Cl.ON1C2C=CC=CC=2N=N1.C(N(CC)CC)C.[OH:38][C:39]12[CH2:48][CH:43]3[CH2:44][CH:45]([CH2:47][C:41]([C:49](O)=[O:50])([CH2:42]3)[CH2:40]1)[CH2:46]2, predict the reaction product. The product is: [Cl:8][C:5]1[S:4]/[C:3](=[N:2]\[C:49]([C:41]23[CH2:42][CH:43]4[CH2:44][CH:45]([CH2:46][C:39]([OH:38])([CH2:48]4)[CH2:40]2)[CH2:47]3)=[O:50])/[NH:7][CH:6]=1.